From a dataset of Reaction yield outcomes from USPTO patents with 853,638 reactions. Predict the reaction yield, written as a fraction of the theoretical maximum amount of product (1.0 means a 100% yield; for example, 0.34 means a 34% yield). (1) The reactants are [Br:1][C:2]1[CH:10]=[CH:9][CH:8]=[C:7]2[C:3]=1C=C[N:6]2[CH2:11][CH2:12][CH2:13][CH2:14][CH3:15].BrN1C(=[O:22])CCC1=O.C([O:27][CH2:28][CH3:29])(=O)C.O. The catalyst is CS(C)=O. The product is [Br:1][C:2]1[CH:10]=[CH:9][CH:8]=[C:7]2[C:3]=1[C:28](=[O:27])[C:29](=[O:22])[N:6]2[CH2:11][CH2:12][CH2:13][CH2:14][CH3:15]. The yield is 0.920. (2) The reactants are [CH:1]1([N:6]2[C:11]3[N:12]=[C:13](S(C)(=O)=O)[N:14]=[C:15]([CH3:16])[C:10]=3[CH:9]=[C:8]([C:21]3[CH:22]=[N:23][N:24]([CH2:26][CH2:27][O:28]COC)[CH:25]=3)[C:7]2=[O:32])[CH2:5][CH2:4][CH2:3][CH2:2]1.[NH4+:33]. The catalyst is O1CCOCC1.[Cl-].[Na+].O. The product is [NH2:33][C:13]1[N:14]=[C:15]([CH3:16])[C:10]2[CH:9]=[C:8]([C:21]3[CH:22]=[N:23][N:24]([CH2:26][CH2:27][OH:28])[CH:25]=3)[C:7](=[O:32])[N:6]([CH:1]3[CH2:5][CH2:4][CH2:3][CH2:2]3)[C:11]=2[N:12]=1. The yield is 0.540. (3) The reactants are [NH2:1][C:2]1[CH:14]=[C:13]([N:15]2[CH2:20][CH2:19][N:18]([CH3:21])[CH2:17][CH2:16]2)[CH:12]=[CH:11][C:3]=1[C:4]([O:6][C:7]([CH3:10])([CH3:9])[CH3:8])=[O:5].Br[C:23]1[CH:28]=[CH:27][CH:26]=[CH:25][CH:24]=1. The catalyst is C1(C)C=CC=CC=1.ClCCl.CC([O-])=O.CC([O-])=O.[Pd+2].C1C=CC(P(C2C=CC3C(=CC=CC=3)C=2C2C3C(=CC=CC=3)C=CC=2P(C2C=CC=CC=2)C2C=CC=CC=2)C2C=CC=CC=2)=CC=1. The product is [CH3:21][N:18]1[CH2:19][CH2:20][N:15]([C:13]2[CH:12]=[CH:11][C:3]([C:4]([O:6][C:7]([CH3:10])([CH3:9])[CH3:8])=[O:5])=[C:2]([NH:1][C:23]3[CH:28]=[CH:27][CH:26]=[CH:25][CH:24]=3)[CH:14]=2)[CH2:16][CH2:17]1. The yield is 1.00. (4) The reactants are [CH3:1][C:2]([CH3:8])([CH3:7])[CH2:3][C:4](Cl)=[O:5].[CH3:9][C:10]1[CH:14]=[C:13]([N:15]2[C:19]3[CH:20]=[C:21]([C:24]([F:27])([F:26])[F:25])[CH:22]=[CH:23][C:18]=3[N:17]=[C:16]2[NH2:28])[O:12][N:11]=1.C(N(CC)CC)C.N. The catalyst is C(Cl)Cl. The product is [CH3:1][C:2]([CH3:8])([CH3:7])[CH2:3][C:4]([NH:28][C:16]1[N:15]([C:13]2[O:12][N:11]=[C:10]([CH3:9])[CH:14]=2)[C:19]2[CH:20]=[C:21]([C:24]([F:27])([F:26])[F:25])[CH:22]=[CH:23][C:18]=2[N:17]=1)=[O:5]. The yield is 0.430. (5) The reactants are Br.Br[CH2:3][C:4]1[N:5]=[C:6]2[C:11](=[N:12][CH:13]=1)[N:10]=[C:9]([NH2:14])[N:8]=[C:7]2[NH2:15].[CH2:16]([NH2:23])[C:17]1[CH:22]=[CH:21][CH:20]=[CH:19][CH:18]=1.C(=O)(O)[O-]. The catalyst is CN(C)C(=O)C. The product is [CH2:16]([NH:23][CH2:3][C:4]1[N:5]=[C:6]2[C:11](=[N:12][CH:13]=1)[N:10]=[C:9]([NH2:14])[N:8]=[C:7]2[NH2:15])[C:17]1[CH:22]=[CH:21][CH:20]=[CH:19][CH:18]=1. The yield is 0.620. (6) The reactants are [CH2:1]([N:8]1[CH:12]=[C:11](B2OC(C)(C)C(C)(C)O2)[CH:10]=[N:9]1)[C:2]1[CH:7]=[CH:6][CH:5]=[CH:4][CH:3]=1.Br[C:23]1[CH2:28][CH2:27][CH2:26][C:25](=[O:29])[CH:24]=1.C([O-])([O-])=O.[Na+].[Na+]. The catalyst is C1(C)C=CC=CC=1.C1C=CC([P]([Pd]([P](C2C=CC=CC=2)(C2C=CC=CC=2)C2C=CC=CC=2)([P](C2C=CC=CC=2)(C2C=CC=CC=2)C2C=CC=CC=2)[P](C2C=CC=CC=2)(C2C=CC=CC=2)C2C=CC=CC=2)(C2C=CC=CC=2)C2C=CC=CC=2)=CC=1. The product is [CH2:1]([N:8]1[CH:12]=[C:11]([C:23]2[CH2:28][CH2:27][CH2:26][C:25](=[O:29])[CH:24]=2)[CH:10]=[N:9]1)[C:2]1[CH:3]=[CH:4][CH:5]=[CH:6][CH:7]=1. The yield is 0.555. (7) The reactants are [Br:1][C:2]1[CH:3]=[C:4]2[N:10]=[CH:9][NH:8][C:5]2=[N:6][CH:7]=1.[H-].[Na+].Cl[CH2:14][C:15]1[CH:25]=[CH:24][C:18]2[N:19]=[C:20]([S:22][CH3:23])[O:21][C:17]=2[CH:16]=1.O. The catalyst is CN(C=O)C. The product is [Br:1][C:2]1[CH:3]=[C:4]2[N:10]=[CH:9][N:8]([CH2:14][C:15]3[CH:25]=[CH:24][C:18]4[N:19]=[C:20]([S:22][CH3:23])[O:21][C:17]=4[CH:16]=3)[C:5]2=[N:6][CH:7]=1. The yield is 0.480. (8) The reactants are [F:1][C:2]([F:16])([F:15])[C:3]1[CH:4]=[C:5]([N:9]2[CH:13]=[C:12]([NH2:14])[N:11]=[CH:10]2)[CH:6]=[CH:7][CH:8]=1.[N+:17]([C:20]1[CH:28]=[CH:27][C:26]([N:29]2[CH2:34][CH2:33][CH2:32][CH2:31][CH2:30]2)=[CH:25][C:21]=1[C:22](O)=[O:23])([O-:19])=[O:18].CCN=C=NCCCN(C)C.Cl. The catalyst is ClCCl.CN(C)C1C=CN=CC=1. The product is [N+:17]([C:20]1[CH:28]=[CH:27][C:26]([N:29]2[CH2:34][CH2:33][CH2:32][CH2:31][CH2:30]2)=[CH:25][C:21]=1[C:22]([NH:14][C:12]1[N:11]=[CH:10][N:9]([C:5]2[CH:6]=[CH:7][CH:8]=[C:3]([C:2]([F:1])([F:15])[F:16])[CH:4]=2)[CH:13]=1)=[O:23])([O-:19])=[O:18]. The yield is 0.220.